From a dataset of Peptide-MHC class I binding affinity with 185,985 pairs from IEDB/IMGT. Regression. Given a peptide amino acid sequence and an MHC pseudo amino acid sequence, predict their binding affinity value. This is MHC class I binding data. (1) The peptide sequence is KVYGRYSAV. The MHC is HLA-A30:01 with pseudo-sequence HLA-A30:01. The binding affinity (normalized) is 0.554. (2) The peptide sequence is PSEKRIGAY. The MHC is HLA-B57:01 with pseudo-sequence HLA-B57:01. The binding affinity (normalized) is 0.0847.